This data is from Reaction yield outcomes from USPTO patents with 853,638 reactions. The task is: Predict the reaction yield, written as a fraction of the theoretical maximum amount of product (1.0 means a 100% yield; for example, 0.34 means a 34% yield). (1) The reactants are [Cl:1][C:2]1[CH:3]=[CH:4][C:5]2[N:11]([CH2:12][C:13]([CH3:17])([CH3:16])[CH2:14][OH:15])[C:10](=[O:18])[C@@H:9]([CH2:19][C:20]([NH:22][C:23]3[S:24][CH:25]=[C:26]([CH2:28][C:29]([OH:31])=[O:30])[N:27]=3)=[O:21])[O:8][C@H:7]([C:32]3[CH:37]=[CH:36][CH:35]=[C:34]([O:38][CH3:39])[C:33]=3[O:40][CH3:41])[C:6]=2[CH:42]=1.N1C=CC=CC=1.[C:49](OCC)(=[O:51])[CH3:50].C(Cl)(=O)C. The catalyst is O. The product is [C:49]([O:15][CH2:14][C:13]([CH3:16])([CH3:17])[CH2:12][N:11]1[C:5]2[CH:4]=[CH:3][C:2]([Cl:1])=[CH:42][C:6]=2[C@@H:7]([C:32]2[CH:37]=[CH:36][CH:35]=[C:34]([O:38][CH3:39])[C:33]=2[O:40][CH3:41])[O:8][C@H:9]([CH2:19][C:20]([NH:22][C:23]2[S:24][CH:25]=[C:26]([CH2:28][C:29]([OH:31])=[O:30])[N:27]=2)=[O:21])[C:10]1=[O:18])(=[O:51])[CH3:50]. The yield is 0.750. (2) The product is [NH2:1][C:2]1[C:14]([Br:22])=[C:13]2[C:5]([C:6]3[C:11]([CH2:15][CH2:16][CH2:17][CH3:18])([CH2:12]2)[CH2:10][CH2:9][C:8](=[O:19])[C:7]=3[CH3:20])=[CH:4][C:3]=1[F:21]. The reactants are [NH2:1][C:2]1[CH:14]=[C:13]2[C:5]([C:6]3[C:11]([CH2:15][CH2:16][CH2:17][CH3:18])([CH2:12]2)[CH2:10][CH2:9][C:8](=[O:19])[C:7]=3[CH3:20])=[CH:4][C:3]=1[F:21].[Br:22]N1C(=O)CCC1=O.O.C([O-])([O-])=O.[K+].[K+]. The catalyst is CN(C)C=O. The yield is 0.500. (3) The catalyst is C(O)C.O1CCCC1.[OH-].[Na+].O. The product is [CH:29]([O:28][C:25]1[CH:24]=[CH:23][C:22]([C:18]2[CH:19]=[CH:20][CH:21]=[C:16]([CH:11]3[CH2:10][C:9]([CH3:32])([CH3:33])[C:8]4[C:13](=[CH:14][CH:15]=[C:6]([C:4]([OH:5])=[O:3])[CH:7]=4)[NH:12]3)[CH:17]=2)=[CH:27][CH:26]=1)([CH3:31])[CH3:30]. The yield is 0.910. The reactants are C([O:3][C:4]([C:6]1[CH:7]=[C:8]2[C:13](=[CH:14][CH:15]=1)[NH:12][CH:11]([C:16]1[CH:17]=[C:18]([C:22]3[CH:27]=[CH:26][C:25]([O:28][CH:29]([CH3:31])[CH3:30])=[CH:24][CH:23]=3)[CH:19]=[CH:20][CH:21]=1)[CH2:10][C:9]2([CH3:33])[CH3:32])=[O:5])C.Cl.